From a dataset of NCI-60 drug combinations with 297,098 pairs across 59 cell lines. Regression. Given two drug SMILES strings and cell line genomic features, predict the synergy score measuring deviation from expected non-interaction effect. (1) Drug 1: CCC1(CC2CC(C3=C(CCN(C2)C1)C4=CC=CC=C4N3)(C5=C(C=C6C(=C5)C78CCN9C7C(C=CC9)(C(C(C8N6C)(C(=O)OC)O)OC(=O)C)CC)OC)C(=O)OC)O.OS(=O)(=O)O. Drug 2: B(C(CC(C)C)NC(=O)C(CC1=CC=CC=C1)NC(=O)C2=NC=CN=C2)(O)O. Cell line: ACHN. Synergy scores: CSS=37.3, Synergy_ZIP=0.631, Synergy_Bliss=-1.30, Synergy_Loewe=-1.69, Synergy_HSA=-1.34. (2) Drug 1: CC1=C2C(C(=O)C3(C(CC4C(C3C(C(C2(C)C)(CC1OC(=O)C(C(C5=CC=CC=C5)NC(=O)OC(C)(C)C)O)O)OC(=O)C6=CC=CC=C6)(CO4)OC(=O)C)OC)C)OC. Drug 2: CC1CCC2CC(C(=CC=CC=CC(CC(C(=O)C(C(C(=CC(C(=O)CC(OC(=O)C3CCCCN3C(=O)C(=O)C1(O2)O)C(C)CC4CCC(C(C4)OC)O)C)C)O)OC)C)C)C)OC. Cell line: UACC-257. Synergy scores: CSS=37.3, Synergy_ZIP=9.55, Synergy_Bliss=12.8, Synergy_Loewe=6.65, Synergy_HSA=12.4. (3) Drug 1: CC1=CC=C(C=C1)C2=CC(=NN2C3=CC=C(C=C3)S(=O)(=O)N)C(F)(F)F. Drug 2: CC1=C2C(C(=O)C3(C(CC4C(C3C(C(C2(C)C)(CC1OC(=O)C(C(C5=CC=CC=C5)NC(=O)C6=CC=CC=C6)O)O)OC(=O)C7=CC=CC=C7)(CO4)OC(=O)C)O)C)OC(=O)C. Cell line: M14. Synergy scores: CSS=40.7, Synergy_ZIP=9.49, Synergy_Bliss=8.03, Synergy_Loewe=-6.44, Synergy_HSA=4.76. (4) Drug 1: C1=CC(=C2C(=C1NCCNCCO)C(=O)C3=C(C=CC(=C3C2=O)O)O)NCCNCCO. Drug 2: CC(CN1CC(=O)NC(=O)C1)N2CC(=O)NC(=O)C2. Cell line: HL-60(TB). Synergy scores: CSS=95.2, Synergy_ZIP=16.0, Synergy_Bliss=14.6, Synergy_Loewe=14.5, Synergy_HSA=17.7. (5) Synergy scores: CSS=15.1, Synergy_ZIP=-3.04, Synergy_Bliss=-0.0389, Synergy_Loewe=-18.3, Synergy_HSA=0.116. Drug 2: C(CC(=O)O)C(=O)CN.Cl. Drug 1: CC1C(C(CC(O1)OC2CC(OC(C2O)C)OC3=CC4=CC5=C(C(=O)C(C(C5)C(C(=O)C(C(C)O)O)OC)OC6CC(C(C(O6)C)O)OC7CC(C(C(O7)C)O)OC8CC(C(C(O8)C)O)(C)O)C(=C4C(=C3C)O)O)O)O. Cell line: SF-295. (6) Drug 1: CC1=C(C=C(C=C1)NC2=NC=CC(=N2)N(C)C3=CC4=NN(C(=C4C=C3)C)C)S(=O)(=O)N.Cl. Drug 2: CC1=C(C(CCC1)(C)C)C=CC(=CC=CC(=CC(=O)O)C)C. Cell line: MCF7. Synergy scores: CSS=20.7, Synergy_ZIP=-2.04, Synergy_Bliss=0.747, Synergy_Loewe=-15.7, Synergy_HSA=-1.80. (7) Drug 1: C1=CC=C(C(=C1)C(C2=CC=C(C=C2)Cl)C(Cl)Cl)Cl. Drug 2: COCCOC1=C(C=C2C(=C1)C(=NC=N2)NC3=CC=CC(=C3)C#C)OCCOC.Cl. Cell line: UACC-257. Synergy scores: CSS=3.07, Synergy_ZIP=-1.90, Synergy_Bliss=-3.29, Synergy_Loewe=-1.36, Synergy_HSA=-2.55. (8) Drug 1: CCC1=CC2CC(C3=C(CN(C2)C1)C4=CC=CC=C4N3)(C5=C(C=C6C(=C5)C78CCN9C7C(C=CC9)(C(C(C8N6C)(C(=O)OC)O)OC(=O)C)CC)OC)C(=O)OC.C(C(C(=O)O)O)(C(=O)O)O. Drug 2: CC1=C(N=C(N=C1N)C(CC(=O)N)NCC(C(=O)N)N)C(=O)NC(C(C2=CN=CN2)OC3C(C(C(C(O3)CO)O)O)OC4C(C(C(C(O4)CO)O)OC(=O)N)O)C(=O)NC(C)C(C(C)C(=O)NC(C(C)O)C(=O)NCCC5=NC(=CS5)C6=NC(=CS6)C(=O)NCCC[S+](C)C)O. Cell line: SNB-19. Synergy scores: CSS=18.8, Synergy_ZIP=-1.76, Synergy_Bliss=0.108, Synergy_Loewe=1.05, Synergy_HSA=1.96.